Task: Regression. Given a target protein amino acid sequence and a drug SMILES string, predict the binding affinity score between them. We predict pKi (pKi = -log10(Ki in M); higher means stronger inhibition). Dataset: bindingdb_ki.. Dataset: Drug-target binding data from BindingDB using Ki measurements (1) The compound is CCN(CC)c1ncnc2c1ncn2[C@@H]1O[C@H](COP(=O)([O-])OP(=O)([O-])C(Br)(Br)P(=O)([O-])[O-])[C@@H](O)[C@H]1O. The target protein (Q5MY95) has sequence MGLSRKEQVFLALLGASGVSGLTALILLLVEATSVLLPTDIKFGIVFDAGSSHTSLFLYQWLANKENGTGVVSQALACQVEGPGISSYTSNAAQAGESLQGCLEEALVLIPEAQHRKTPTFLGATAGMRLLSRKNSSQARDIFAAVTQVLGRSPVDFWGAELLAGQAEGAFGWITVNYGLGTLVKYSFTGEWIQPPEEMLVGALDMGGASTQITFVPGGPILDKSTQADFRLYGSDYSVYTHSYLCFGRDQMLSRLLVGLVQSRPAALLRHPCYLSGYQTTLALGPLYESPCVHATPPLSLPQNLTVEGTGNPGACVSAIRELFNFSSCQGQEDCAFDGVYQPPLRGQFYAFSNFYYTFHFLNLTSRQPLSTVNATIWEFCQRPWKLVEASYPGQDRWLRDYCASGLYILTLLHEGYGFSEETWPSLEFRKQAGGVDIGWTLGYMLNLTGMIPADAPAQWRAESYGVWVAKVVFMVLALVAVVGAALVQLFWLQD. The pKi is 4.0. (2) The small molecule is Cc1cc(C)nc(SCCCc2cn([C@H]3C[C@@H]4CC[C@H](C3)[N+]4(C)C)nn2)n1. The target protein sequence is MLVSVYLALLVACVGQAHSQANLMRLKSDLFNRSPMYPGPTKDDPLTVTLGFTLQDIVKADSSTNEVDLVYYEQQRWKLNSLMWDPNEYGNITDFRTSAADIWTPDITAYSSTRPVQVLSPQIAVVTHDGSVMFIPAQRLSFMCDPTGVDSEEGATCAVKFGSWVYSGFEIDLKTDTDQVDLSSYYASSKYEILSATQTRQVQHYSCCPEPYIDVNLVVKFRERRAGNGFFRNLFD. The pKi is 6.4. (3) The compound is N=C(N)c1ccc(CNC(=O)[C@H](CCC2CCNCC2)NC(=O)[C@@H](CCC2CCNCC2)NS(=O)(=O)Cc2ccccc2)cc1. The target protein (P00736) has sequence MWLLYLLVPALFCRAGGSIPIPQKLFGEVTSPLFPKPYPNNFETTTVITVPTGYRVKLVFQQFDLEPSEGCFYDYVKISADKKSLGRFCGQLGSPLGNPPGKKEFMSQGNKMLLTFHTDFSNEENGTIMFYKGFLAYYQAVDLDECASRSKSGEEDPQPQCQHLCHNYVGGYFCSCRPGYELQEDTHSCQAECSSELYTEASGYISSLEYPRSYPPDLRCNYSIRVERGLTLHLKFLEPFDIDDHQQVHCPYDQLQIYANGKNIGEFCGKQRPPDLDTSSNAVDLLFFTDESGDSRGWKLRYTTEIIKCPQPKTLDEFTIIQNLQPQYQFRDYFIATCKQGYQLIEGNQVLHSFTAVCQDDGTWHRAMPRCKIKDCGQPRNLPNGDFRYTTTMGVNTYKARIQYYCHEPYYKMQTRAGSRESEQGVYTCTAQGIWKNEQKGEKIPRCLPVCGKPVNPVEQRQRIIGGQKAKMGNFPWQVFTNIHGRGGGALLGDRWILTA.... The pKi is 4.0. (4) The drug is Fc1ncccc1OC[C@@H]1CCN1. The target protein (P12389) has sequence MTLSHSALQFWTHLYLWCLLLVPAVLTQQGSHTHAEDRLFKHLFGGYNRWARPVPNTSDVVIVRFGLSIAQLIDVDEKNQMMTTNVWLKQEWNDYKLRWDPAEFGNVTSLRVPSEMIWIPDIVLYNNADGEFAVTHMTKAHLFFTGTVHWVPPAIYKSSCSIDVTFFPFDQQNCKMKFGSWTYDKAKIDLEQMERTVDLKDYWESGEWAIINATGTYNSKKYDCCAEIYPDVTYYFVIRRLPLFYTINLIIPCLLISCLTVLVFYLPSECGEKITLCISVLLSLTVFLLLITEIIPSTSLVIPLIGEYLLFTMIFVTLSIVITVFVLNVHHRSPSTHNMPNWVRVALLGRVPRWLMMNRPLPPMELHGSPDLKLSPSYHWLETNMDAGEREETEEEEEEEDENICVCAGLPDSSMGVLYGHGGLHLRAMEPETKTPSQASEILLSPQIQKALEGVHYIADRLRSEDADSSVKEDWKYVAMVVDRIFLWLFIIVCFLGTIG.... The pKi is 8.8. (5) The compound is CC[C@H](C)[C@H](NC(=O)[C@H](CCCNC(=N)N)NC(=O)[C@H](CCCNC(=N)N)NC(=O)[C@H](CC(C)C)NC(=O)[C@H](Cc1ccccc1)NC(=O)CNC(=O)CNC(=O)[C@@H](N)Cc1ccc(O)cc1)C(=O)N[C@@H](CCCNC(=N)N)C(=O)N1CCC[C@H]1C(=O)N[C@@H](CCCCN)C(=O)N[C@@H](CC(C)C)C(=O)N[C@@H](CCCCN)C(=O)O. The target protein sequence is MDSPIQIFRGEPGPTCAPSACLPPNSSAWFPGWAEPDSNGSAGSEDAQLEPAHISPAIPVIITAVYSVVFVVGLVGNSLVMFVIIRYTKMKTATNIYIFNLALADALVTTTMPFQSTVYLMNSWPFGDVLCKIVISIDYYNMFTSIFTLTMMSVDRYIAVCHPVKALDFRTPLKAKIINICIWLLSSSVGISAIVLGGTKVREDVDVIECSLQFPDDDYSWWDLFMKICVFIFAFVIPVLIIIVCYTLMILRLKSVRLLSGSREKDRNLRRITRLVLVVVAVFVVCWTPIHIFILVEALGSTSHSTAALSSYYFCIALGFTNSSLNPILYAFLDENFKRCFRDFCFPLKMRMERQSTSRVRNTVQDPAYLRDIDGMNKPV. The pKi is 7.7.